Predict the product of the given reaction. From a dataset of Forward reaction prediction with 1.9M reactions from USPTO patents (1976-2016). (1) Given the reactants [C:1]12([C:11]3[CH:27]=[CH:26][C:14]([O:15][CH2:16][C:17]([N:19]4[CH2:24][CH2:23][N:22]([CH3:25])[CH2:21][CH2:20]4)=[O:18])=[CH:13][CH:12]=3)[CH2:10][CH:5]3[CH2:6][CH:7]([CH2:9][CH:3]([CH2:4]3)[CH2:2]1)[CH2:8]2.[C:28]1([CH3:38])[CH:33]=[CH:32][C:31]([S:34]([OH:37])(=[O:36])=[O:35])=[CH:30][CH:29]=1, predict the reaction product. The product is: [CH3:38][C:28]1[CH:29]=[CH:30][C:31]([S:34]([O-:37])(=[O:36])=[O:35])=[CH:32][CH:33]=1.[C:1]12([C:11]3[CH:27]=[CH:26][C:14]([O:15][CH2:16][C:17]([N:19]4[CH2:24][CH2:23][NH+:22]([CH3:25])[CH2:21][CH2:20]4)=[O:18])=[CH:13][CH:12]=3)[CH2:10][CH:5]3[CH2:6][CH:7]([CH2:9][CH:3]([CH2:4]3)[CH2:2]1)[CH2:8]2. (2) Given the reactants [NH2:1][C:2]1[C:3]2[N:4]([C:8]([C@@H:26]3[CH2:31][CH2:30][CH2:29][NH:28][CH2:27]3)=[N:9][C:10]=2[C:11]2[CH:25]=[CH:24][C:14]([C:15]([NH:17][C:18]3[CH:23]=[CH:22][CH:21]=[CH:20][N:19]=3)=[O:16])=[CH:13][CH:12]=2)[CH:5]=[CH:6][N:7]=1.C(N(CC)CC)C.Cl[C:40]([O:42][CH2:43][CH3:44])=[O:41], predict the reaction product. The product is: [NH2:1][C:2]1[C:3]2[N:4]([C:8]([C@@H:26]3[CH2:31][CH2:30][CH2:29][N:28]([C:40]([O:42][CH2:43][CH3:44])=[O:41])[CH2:27]3)=[N:9][C:10]=2[C:11]2[CH:25]=[CH:24][C:14]([C:15](=[O:16])[NH:17][C:18]3[CH:23]=[CH:22][CH:21]=[CH:20][N:19]=3)=[CH:13][CH:12]=2)[CH:5]=[CH:6][N:7]=1. (3) Given the reactants [OH:1][CH2:2][C:3]1[CH:7]=[C:6]([C:8]2[N:13]=[CH:12][CH:11]=[CH:10][N:9]=2)[O:5][N:4]=1.C(N(CC)CC)C.[CH3:21][S:22](Cl)(=[O:24])=[O:23], predict the reaction product. The product is: [CH3:21][S:22]([O:1][CH2:2][C:3]1[CH:7]=[C:6]([C:8]2[N:13]=[CH:12][CH:11]=[CH:10][N:9]=2)[O:5][N:4]=1)(=[O:24])=[O:23]. (4) Given the reactants C([O:3][C:4]([C:6]1[N:7]=[C:8]([CH2:11][O:12][C:13]2[CH:18]=[CH:17][C:16](I)=[CH:15][CH:14]=2)[S:9][CH:10]=1)=[O:5])C.[C:20]1(B(O)O)[C:29]2[C:24](=[CH:25][CH:26]=[CH:27][CH:28]=2)[CH:23]=[CH:22][CH:21]=1, predict the reaction product. The product is: [C:28]1([C:16]2[CH:15]=[CH:14][C:13]([O:12][CH2:11][C:8]3[S:9][CH:10]=[C:6]([C:4]([OH:3])=[O:5])[N:7]=3)=[CH:18][CH:17]=2)[C:29]2[C:24](=[CH:23][CH:22]=[CH:21][CH:20]=2)[CH:25]=[CH:26][CH:27]=1. (5) The product is: [NH:1]1[C:9]2[C:4](=[CH:5][CH:6]=[CH:7][CH:8]=2)[C:3]([CH:10]2[C:23]3[C:22](=[CH:21][CH:20]=[CH:19][CH:18]=3)[C:17]3[CH:16]=[CH:15][CH:14]=[CH:13][C:12]=3[N:11]2[C:24](=[O:28])[C:25]([N:31]([CH3:32])[CH3:30])=[O:26])=[CH:2]1. Given the reactants [NH:1]1[C:9]2[C:4](=[CH:5][CH:6]=[CH:7][CH:8]=2)[C:3]([CH:10]2[C:23]3[C:18](=[CH:19][CH:20]=[CH:21][CH:22]=3)[C:17]3[CH:16]=[CH:15][CH:14]=[CH:13][C:12]=3[N:11]2[C:24](=[O:28])[C:25](O)=[O:26])=[CH:2]1.[Cl-].[CH3:30][NH2+:31][CH3:32], predict the reaction product. (6) Given the reactants [CH3:1][C:2]1[N:10]([CH:11]([C:13](=[O:16])[CH2:14][CH3:15])[CH3:12])[C:5]2=[N:6][CH:7]=[CH:8][CH:9]=[C:4]2[C:3]=1[C:17]([O:19][C:20]([CH3:23])([CH3:22])[CH3:21])=[O:18].[BH4-].[Na+], predict the reaction product. The product is: [OH:16][CH:13]([CH2:14][CH3:15])[CH:11]([N:10]1[C:5]2=[N:6][CH:7]=[CH:8][CH:9]=[C:4]2[C:3]([C:17]([O:19][C:20]([CH3:22])([CH3:21])[CH3:23])=[O:18])=[C:2]1[CH3:1])[CH3:12]. (7) Given the reactants C(N(CC)CC)C.[Cl:8][C:9]1[C:10]([N:15]2[CH:19]([C:20]([O:22][CH2:23][CH3:24])=[O:21])[CH2:18][C:17](=[O:25])[NH:16]2)=[N:11][CH:12]=[CH:13][CH:14]=1.[C:26]1([CH3:36])[CH:31]=[CH:30][C:29]([S:32](Cl)(=[O:34])=[O:33])=[CH:28][CH:27]=1, predict the reaction product. The product is: [Cl:8][C:9]1[C:10]([N:15]2[CH:19]([C:20]([O:22][CH2:23][CH3:24])=[O:21])[CH2:18][C:17]([O:25][S:32]([C:29]3[CH:30]=[CH:31][C:26]([CH3:36])=[CH:27][CH:28]=3)(=[O:34])=[O:33])=[N:16]2)=[N:11][CH:12]=[CH:13][CH:14]=1. (8) Given the reactants Br[C:2]1[CH:11]=[C:10]2[C:5]([CH2:6][CH2:7][CH2:8][CH:9]2[OH:12])=[CH:4][CH:3]=1.O.C(OCC)C.[CH3:19][N:20](C=O)C, predict the reaction product. The product is: [C:19]([C:2]1[CH:11]=[C:10]2[C:5]([CH2:6][CH2:7][CH2:8][CH:9]2[OH:12])=[CH:4][CH:3]=1)#[N:20]. (9) Given the reactants CO.CN1[C:8](=[O:9])CCC1.[H-].[Na+].Br[C:13]1[N:18]=[C:17]2[N:19]([C@H:23]([C:25]3[CH:30]=[CH:29][CH:28]=[CH:27][CH:26]=3)[CH3:24])[C:20]([OH:22])=[N:21][C:16]2=[N:15][CH:14]=1, predict the reaction product. The product is: [CH3:8][O:9][C:13]1[N:18]=[C:17]2[N:19]([C@H:23]([C:25]3[CH:30]=[CH:29][CH:28]=[CH:27][CH:26]=3)[CH3:24])[C:20]([OH:22])=[N:21][C:16]2=[N:15][CH:14]=1. (10) Given the reactants Br[C:2]1[N:7]=[C:6]([C:8]2[CH:13]=[C:12]([C:14]3[CH:19]=[CH:18][C:17]([C:20]([F:23])([F:22])[F:21])=[CH:16][CH:15]=3)[CH:11]=[C:10]([CH3:24])[N:9]=2)[CH:5]=[CH:4][CH:3]=1.[C:25]([NH:29][S:30]([C:33]1[S:34][C:35](B2OC(C)(C)C(C)(C)O2)=[CH:36][CH:37]=1)(=[O:32])=[O:31])([CH3:28])([CH3:27])[CH3:26], predict the reaction product. The product is: [C:25]([NH:29][S:30]([C:33]1[S:34][C:35]([C:2]2[N:7]=[C:6]([C:8]3[CH:13]=[C:12]([C:14]4[CH:19]=[CH:18][C:17]([C:20]([F:22])([F:23])[F:21])=[CH:16][CH:15]=4)[CH:11]=[C:10]([CH3:24])[N:9]=3)[CH:5]=[CH:4][CH:3]=2)=[CH:36][CH:37]=1)(=[O:31])=[O:32])([CH3:26])([CH3:27])[CH3:28].